The task is: Regression/Classification. Given a drug SMILES string, predict its absorption, distribution, metabolism, or excretion properties. Task type varies by dataset: regression for continuous measurements (e.g., permeability, clearance, half-life) or binary classification for categorical outcomes (e.g., BBB penetration, CYP inhibition). Dataset: cyp1a2_veith.. This data is from CYP1A2 inhibition data for predicting drug metabolism from PubChem BioAssay. (1) The compound is CCOc1nc(NCCN2CCOCC2)nc(Nc2ccc(C)cc2)n1. The result is 0 (non-inhibitor). (2) The molecule is COc1ccccc1CCn1c(=O)c(-c2cccc(F)c2)nc2cncnc21. The result is 1 (inhibitor). (3) The compound is COc1ccccc1NC(=O)c1nn(-c2cccc(C(F)(F)F)c2)ccc1=O. The result is 1 (inhibitor). (4) The result is 0 (non-inhibitor). The compound is CCCN(CCC)C(=O)Cc1c(-c2ccc(Cl)cc2)nc2c(Cl)cc(Cl)cn12. (5) The molecule is O=C(NCCCN1CCOCC1)c1cc(C(=O)C2CC2)c[nH]1. The result is 1 (inhibitor). (6) The molecule is c1ccc([P+](CC[P+](c2ccccc2)(c2ccccc2)c2ccccc2)(c2ccccc2)c2ccccc2)cc1. The result is 0 (non-inhibitor). (7) The compound is N[C@@H]1C[C@H]1c1ccccc1. The result is 1 (inhibitor). (8) The result is 0 (non-inhibitor). The compound is COC(=O)C/C=C\[C@@H](C)[C@@H](/C=N\OC[C@@H](O)COCc1ccco1)OC.